The task is: Predict the reactants needed to synthesize the given product.. This data is from Full USPTO retrosynthesis dataset with 1.9M reactions from patents (1976-2016). (1) Given the product [F:55][C:54]([F:56])([F:57])[O:53][C:49]1[CH:48]=[C:47]([CH:52]=[CH:51][CH:50]=1)[CH2:46][N:1]1[C:9]2[C:4](=[CH:5][CH:6]=[CH:7][CH:8]=2)[C:3]2([C:13]3=[CH:14][C:15]4[O:19][CH2:18][O:17][C:16]=4[CH:20]=[C:12]3[O:11][CH2:10]2)[C:2]1=[O:21], predict the reactants needed to synthesize it. The reactants are: [NH:1]1[C:9]2[C:4](=[CH:5][CH:6]=[CH:7][CH:8]=2)[C:3]2([C:13]3=[CH:14][C:15]4[O:19][CH2:18][O:17][C:16]=4[CH:20]=[C:12]3[O:11][CH2:10]2)[C:2]1=[O:21].CC1(C)COC2=CC3OCC4(C=3C=C12)C1C(=CC=CC=1)NC4=O.Br[CH2:46][C:47]1[CH:52]=[CH:51][CH:50]=[C:49]([O:53][C:54]([F:57])([F:56])[F:55])[CH:48]=1.BrCC1OC(C(F)(F)F)=CC=1. (2) Given the product [CH:4]1[C:5]2[C:22](=[CH:21][C:20]3[C:7]([CH:6]=2)=[CH:8][C:9]2[C:18](=[CH:17][C:16]4[C:11]([CH:10]=2)=[CH:12][CH:13]=[CH:14][CH:15]=4)[CH:19]=3)[CH:1]=[CH:2][CH:3]=1, predict the reactants needed to synthesize it. The reactants are: [CH:1]1[C:22]2[C:21](=O)[C:20]3[C:7](=[CH:8][C:9]4[C:10](=O)[C:11]5[C:16]([C:17](=O)[C:18]=4[CH:19]=3)=[CH:15][CH:14]=[CH:13][CH:12]=5)[C:6](=O)[C:5]=2[CH:4]=[CH:3][CH:2]=1.CC(CC)[O-].CC(CC)[O-].CC(CC)[O-].[Al+3]. (3) Given the product [NH2:10][C@@H:11]([CH3:24])[CH2:12][C:13]1[CH:14]=[C:15]([CH2:19][C:20]([O:22][CH3:23])=[O:21])[CH:16]=[CH:17][CH:18]=1, predict the reactants needed to synthesize it. The reactants are: Cl.C1([C@@H]([NH:10][C@@H:11]([CH3:24])[CH2:12][C:13]2[CH:14]=[C:15]([CH2:19][C:20]([O:22][CH3:23])=[O:21])[CH:16]=[CH:17][CH:18]=2)C)C=CC=CC=1.C([O-])=O.[NH4+]. (4) Given the product [C:1]([O:5][C:6]([N:8]1[CH2:13][CH2:12][N:11]([C:14]2[C:19]([C:32]3[CH:33]=[CH:34][C:29]([CH2:28][OH:27])=[CH:30][CH:31]=3)=[N:18][CH:17]=[CH:16][N:15]=2)[CH2:10][CH2:9]1)=[O:7])([CH3:4])([CH3:3])[CH3:2], predict the reactants needed to synthesize it. The reactants are: [C:1]([O:5][C:6]([N:8]1[CH2:13][CH2:12][N:11]([C:14]2[C:19](Cl)=[N:18][CH:17]=[CH:16][N:15]=2)[CH2:10][CH2:9]1)=[O:7])([CH3:4])([CH3:3])[CH3:2].C(=O)([O-])[O-].[K+].[K+].[OH:27][CH2:28][C:29]1[CH:34]=[CH:33][C:32](B(O)O)=[CH:31][CH:30]=1.F[B-](F)(F)F.C(P(CCCC)CCCC)CCC.[Cl-].[NH4+]. (5) Given the product [F:21][C:16]1[CH:17]=[CH:18][CH:19]=[CH:20][C:15]=1[C@H:13]1[C:12]2[CH:11]=[CH:10][CH:9]=[CH:8][C:7]=2[C:6]2[N:35]=[C:33]([NH:32][C:27]3[CH:28]=[CH:29][CH:30]=[CH:31][C:26]=3[CH2:25][CH2:24][OH:23])[N:34]=[CH:4][C:5]=2[CH2:14]1, predict the reactants needed to synthesize it. The reactants are: CN(/[CH:4]=[C:5]1/[C:6](=O)[C:7]2[C:12]([C@H:13]([C:15]3[CH:20]=[CH:19][CH:18]=[CH:17][C:16]=3[F:21])[CH2:14]/1)=[CH:11][CH:10]=[CH:9][CH:8]=2)C.[OH:23][CH2:24][CH2:25][C:26]1[CH:31]=[CH:30][CH:29]=[CH:28][C:27]=1[NH:32][C:33]([NH2:35])=[NH:34]. (6) Given the product [Cl:11][C:12]1[CH:17]=[CH:16][C:15]([S:18]([NH:1][C:2]2[C:3]([C:9]([OH:29])=[O:26])=[N:4][CH:5]=[C:6]([CH3:8])[CH:7]=2)(=[O:20])=[O:19])=[CH:14][C:13]=1[C:22]([F:25])([F:24])[F:23], predict the reactants needed to synthesize it. The reactants are: [NH2:1][C:2]1[C:3]([C:9]#N)=[N:4][CH:5]=[C:6]([CH3:8])[CH:7]=1.[Cl:11][C:12]1[CH:17]=[CH:16][C:15]([S:18](Cl)(=[O:20])=[O:19])=[CH:14][C:13]=1[C:22]([F:25])([F:24])[F:23].[OH-:26].[Na+].Cl.[OH2:29]. (7) Given the product [C:29]([O:33][C:34]([NH:36][CH2:37][C:38]1[CH:39]=[C:40]([NH:44][C:45]([O:47][CH2:48][CH2:49][C:50]2[CH:55]=[CH:54][C:53]([B:25]([OH:27])[OH:26])=[CH:52][C:51]=2[Cl:57])=[O:46])[CH:41]=[CH:42][CH:43]=1)=[O:35])([CH3:32])([CH3:31])[CH3:30], predict the reactants needed to synthesize it. The reactants are: C(C1C=C(NC(=O)CCCC2C=CC([B:25]([OH:27])[OH:26])=CC=2)C=CC=1S(CC)(=O)=O)#N.[C:29]([O:33][C:34]([NH:36][CH2:37][C:38]1[CH:39]=[C:40]([NH:44][C:45]([O:47][CH2:48][CH2:49][C:50]2[CH:55]=[CH:54][C:53](Br)=[CH:52][C:51]=2[Cl:57])=[O:46])[CH:41]=[CH:42][CH:43]=1)=[O:35])([CH3:32])([CH3:31])[CH3:30]. (8) Given the product [Cl:27][C:21]1[CH:22]=[C:23]([Cl:26])[CH:24]=[CH:25][C:20]=1[C:18]1[N:19]=[C:15]([CH2:14][C:11]2[CH:12]=[CH:13][C:8]([C:5]3[CH:6]=[CH:7][C:2]([N:42]4[CH2:47][CH2:46][NH:45][CH2:44][CH2:43]4)=[CH:3][CH:4]=3)=[CH:9][CH:10]=2)[N:16]([C:28]2[CH:33]=[CH:32][C:31]([N:34]3[S:38](=[O:40])(=[O:39])[NH:37][C:36](=[O:41])[CH2:35]3)=[CH:30][CH:29]=2)[CH:17]=1, predict the reactants needed to synthesize it. The reactants are: Br[C:2]1[CH:7]=[CH:6][C:5]([C:8]2[CH:13]=[CH:12][C:11]([CH2:14][C:15]3[N:16]([C:28]4[CH:33]=[CH:32][C:31]([N:34]5[S:38](=[O:40])(=[O:39])[NH:37][C:36](=[O:41])[CH2:35]5)=[CH:30][CH:29]=4)[CH:17]=[C:18]([C:20]4[CH:25]=[CH:24][C:23]([Cl:26])=[CH:22][C:21]=4[Cl:27])[N:19]=3)=[CH:10][CH:9]=2)=[CH:4][CH:3]=1.[NH:42]1[CH2:47][CH2:46][NH:45][CH2:44][CH2:43]1.